This data is from Catalyst prediction with 721,799 reactions and 888 catalyst types from USPTO. The task is: Predict which catalyst facilitates the given reaction. (1) Reactant: [C:1]1([C:19]2[CH:24]=[CH:23][CH:22]=[CH:21][CH:20]=2)[C:2]([C:7]([NH:9][C:10]2[CH:11]=[C:12]([CH:16]=[CH:17][CH:18]=2)[C:13](O)=[O:14])=[O:8])=[CH:3][CH:4]=[CH:5][CH:6]=1.[CH2:25]([O:32][C:33]1[CH:38]=[CH:37][C:36]([CH2:39][CH2:40][NH2:41])=[CH:35][CH:34]=1)[C:26]1[CH:31]=[CH:30][CH:29]=[CH:28][CH:27]=1.CN(C(ON1N=NC2C=CC=CC1=2)=[N+](C)C)C.[B-](F)(F)(F)F.C(N(C(C)C)C(C)C)C. Product: [CH2:25]([O:32][C:33]1[CH:34]=[CH:35][C:36]([CH2:39][CH2:40][NH:41][C:13](=[O:14])[C:12]2[CH:16]=[CH:17][CH:18]=[C:10]([NH:9][C:7]([C:2]3[C:1]([C:19]4[CH:24]=[CH:23][CH:22]=[CH:21][CH:20]=4)=[CH:6][CH:5]=[CH:4][CH:3]=3)=[O:8])[CH:11]=2)=[CH:37][CH:38]=1)[C:26]1[CH:27]=[CH:28][CH:29]=[CH:30][CH:31]=1. The catalyst class is: 9. (2) Reactant: [N-:1]=[N+:2]=[N-:3].[Na+].[F:5][C:6]1[C:11]([C:12]([O:14][CH3:15])=[O:13])=[C:10]([F:16])[C:9]([F:17])=[C:8](F)[C:7]=1[F:19]. Product: [N:1]([C:8]1[C:7]([F:19])=[C:6]([F:5])[C:11]([C:12]([O:14][CH3:15])=[O:13])=[C:10]([F:16])[C:9]=1[F:17])=[N+:2]=[N-:3]. The catalyst class is: 95. (3) Reactant: [NH:1]1[CH:5]=[CH:4][C:3]([C:6](Cl)=[O:7])=[N:2]1.[CH3:9][O:10][C:11](=[O:19])[C:12]1[CH:17]=[CH:16][C:15]([NH2:18])=[CH:14][CH:13]=1. Product: [CH3:9][O:10][C:11](=[O:19])[C:12]1[CH:17]=[CH:16][C:15]([NH:18][C:6]([C:3]2[CH:4]=[CH:5][NH:1][N:2]=2)=[O:7])=[CH:14][CH:13]=1. The catalyst class is: 17. (4) Reactant: [CH2:1]([NH:3][C:4]1[C:5]([NH2:11])=[CH:6][C:7]([F:10])=[CH:8][CH:9]=1)[CH3:2].[N:12]#[C:13]Br.[NH4+].[OH-]. Product: [CH2:1]([N:3]1[C:4]2[CH:9]=[CH:8][C:7]([F:10])=[CH:6][C:5]=2[N:11]=[C:13]1[NH2:12])[CH3:2]. The catalyst class is: 24.